This data is from Forward reaction prediction with 1.9M reactions from USPTO patents (1976-2016). The task is: Predict the product of the given reaction. (1) Given the reactants Cl.Cl.[NH:3]1[CH:7]=[CH:6][N:5]=[C:4]1NC.[CH2:10]([N:12](CC)CC)C.[F:17][C:18]1[CH:23]=[CH:22][CH:21]=[C:20]([F:24])[C:19]=1[N:25]1[C:30]2[N:31]=[C:32](S(C)(=O)=O)[N:33]=[C:34]([C:35]3[CH:40]=[CH:39][C:38]([F:41])=[CH:37][C:36]=3[CH3:42])[C:29]=2[CH:28]=[CH:27][C:26]1=[O:47], predict the reaction product. The product is: [F:17][C:18]1[CH:23]=[CH:22][CH:21]=[C:20]([F:24])[C:19]=1[N:25]1[C:30]2[N:31]=[C:32]([NH:12][CH2:10][C:4]3[NH:3][CH:7]=[CH:6][N:5]=3)[N:33]=[C:34]([C:35]3[CH:40]=[CH:39][C:38]([F:41])=[CH:37][C:36]=3[CH3:42])[C:29]=2[CH:28]=[CH:27][C:26]1=[O:47]. (2) Given the reactants [CH3:1][O:2][C:3]1[CH:4]=[C:5]2[C:10](=[CH:11][C:12]=1[O:13][CH3:14])[N:9]=[CH:8][CH:7]=[C:6]2[O:15][C:16]1[C:22]([CH3:23])=[CH:21][C:19]([NH2:20])=[C:18]([CH3:24])[CH:17]=1.ClC(Cl)(O[C:29](=[O:35])[O:30][C:31](Cl)(Cl)Cl)Cl.[O:37]1[CH2:42][CH2:41][N:40]([CH2:43][CH2:44]CO)[CH2:39][CH2:38]1.C(=O)(O)[O-].[Na+], predict the reaction product. The product is: [CH3:1][O:2][C:3]1[CH:4]=[C:5]2[C:10](=[CH:11][C:12]=1[O:13][CH3:14])[N:9]=[CH:8][CH:7]=[C:6]2[O:15][C:16]1[C:22]([CH3:23])=[CH:21][C:19]([NH:20][C:29](=[O:35])[O:30][CH2:31][CH2:44][CH2:43][N:40]2[CH2:41][CH2:42][O:37][CH2:38][CH2:39]2)=[C:18]([CH3:24])[CH:17]=1. (3) Given the reactants Br[C:2]1[CH:3]=[C:4]2[C:9](=[CH:10][C:11]=1[O:12][CH2:13][CH3:14])[O:8][C:7]([CH3:16])([CH3:15])[CH:6]=[C:5]2[CH2:17][CH3:18].C([Sn](CCCC)(CCCC)[C:24]([O:26]CC)=[CH2:25])CCC, predict the reaction product. The product is: [CH2:13]([O:12][C:11]1[CH:10]=[C:9]2[C:4]([C:5]([CH2:17][CH3:18])=[CH:6][C:7]([CH3:16])([CH3:15])[O:8]2)=[CH:3][C:2]=1[C:24](=[O:26])[CH3:25])[CH3:14]. (4) Given the reactants Br[C:2]1[CH:7]=[C:6]([CH2:8][OH:9])[CH:5]=[CH:4][N:3]=1.[CH:10]([NH2:13])([CH3:12])[CH3:11], predict the reaction product. The product is: [CH:10]([NH:13][C:2]1[CH:7]=[C:6]([CH2:8][OH:9])[CH:5]=[CH:4][N:3]=1)([CH3:12])[CH3:11]. (5) Given the reactants I[C:2]1[C:10]2[C:9]([NH2:11])=[N:8][CH:7]=[N:6][C:5]=2[N:4]([C:12]2[CH:17]=[CH:16][CH:15]=[CH:14][CH:13]=2)[CH:3]=1.[C:18]1([C:24]2[CH:33]=[CH:32][C:31]3[C:26](=[CH:27][C:28](B4OC(C)(C)C(C)(C)O4)=[CH:29][CH:30]=3)[N:25]=2)[CH:23]=[CH:22][CH:21]=[CH:20][CH:19]=1.C([O-])([O-])=O.[Na+].[Na+].O, predict the reaction product. The product is: [C:12]1([N:4]2[C:5]3[N:6]=[CH:7][N:8]=[C:9]([NH2:11])[C:10]=3[C:2]([C:28]3[CH:27]=[C:26]4[C:31]([CH:32]=[CH:33][C:24]([C:18]5[CH:23]=[CH:22][CH:21]=[CH:20][CH:19]=5)=[N:25]4)=[CH:30][CH:29]=3)=[CH:3]2)[CH:17]=[CH:16][CH:15]=[CH:14][CH:13]=1. (6) Given the reactants [C:1]1([CH:7]([CH3:11])[C:8]([OH:10])=O)[CH:6]=[CH:5][CH:4]=[CH:3][CH:2]=1.O=C1N(P(Cl)(N2CCOC2=O)=O)CCO1.C(N(CC)CC)C.[Br:34][C:35]1[C:36]([F:45])=[C:37]2[C:43]([NH2:44])=[CH:42][NH:41][C:38]2=[N:39][CH:40]=1.C([O-])([O-])=O.[Na+].[Na+], predict the reaction product. The product is: [Br:34][C:35]1[C:36]([F:45])=[C:37]2[C:43]([NH:44][C:8](=[O:10])[CH:7]([C:1]3[CH:2]=[CH:3][CH:4]=[CH:5][CH:6]=3)[CH3:11])=[CH:42][NH:41][C:38]2=[N:39][CH:40]=1. (7) Given the reactants [H-].[H-].[H-].[H-].[Li+].[Al+3].[C:7]([O:11][C:12]([NH:14][C@H:15]1[CH2:20][CH2:19][O:18][CH2:17][C@@H:16]1[C:21](OCC)=[O:22])=[O:13])([CH3:10])([CH3:9])[CH3:8], predict the reaction product. The product is: [OH:22][CH2:21][C@@H:16]1[C@@H:15]([NH:14][C:12](=[O:13])[O:11][C:7]([CH3:9])([CH3:8])[CH3:10])[CH2:20][CH2:19][O:18][CH2:17]1. (8) The product is: [O:42]=[C:41]1[NH:40][C:39]2[N:32]=[CH:13][C:12](/[CH:3]=[CH:2]/[C:1]([O:5][CH2:6][CH3:7])=[O:4])=[CH:11][C:10]=2[CH2:9][CH2:8]1. Given the reactants [C:1]([O:5][CH2:6][CH3:7])(=[O:4])[CH:2]=[CH2:3].[CH3:8][C:9]1C=[CH:13][CH:12]=[CH:11][C:10]=1P(C1[CH:13]=[CH:12][CH:11]=[CH:10][C:9]=1[CH3:8])C1[CH:13]=[CH:12][CH:11]=[CH:10][C:9]=1[CH3:8].CC[N:32](C(C)C)C(C)C.[CH3:39][N:40](C)[CH:41]=[O:42].C(#N)CC, predict the reaction product. (9) The product is: [C:1]([O:5][C:6]([C:8]1[C:9]([O:26][CH:36]([CH3:37])[C:35]([F:40])([F:39])[F:34])=[N:10][C:11]2[C:16]([C:17]=1[C:18]1[CH:23]=[CH:22][CH:21]=[C:20]([Cl:24])[CH:19]=1)=[CH:15][C:14]([Cl:25])=[CH:13][CH:12]=2)=[O:7])([CH3:3])([CH3:4])[CH3:2]. Given the reactants [C:1]([O:5][C:6]([C:8]1[C:9]([O:26]S(C(F)(F)F)(=O)=O)=[N:10][C:11]2[C:16]([C:17]=1[C:18]1[CH:23]=[CH:22][CH:21]=[C:20]([Cl:24])[CH:19]=1)=[CH:15][C:14]([Cl:25])=[CH:13][CH:12]=2)=[O:7])([CH3:4])([CH3:3])[CH3:2].[F:34][C:35]([F:40])([F:39])[CH:36](O)[CH3:37], predict the reaction product.